Dataset: Forward reaction prediction with 1.9M reactions from USPTO patents (1976-2016). Task: Predict the product of the given reaction. (1) Given the reactants [Cl:1][C:2]1[C:3]([C:18]#[N:19])=[C:4]2[N:9]([C:10]=1[C:11]1[CH:12]=[N:13][CH:14]=[C:15]([Br:17])[CH:16]=1)[CH:8]=[CH:7][CH:6]=[CH:5]2.[OH-:20].[K+].ClCCl.CO, predict the reaction product. The product is: [Cl:1][C:2]1[C:3]([C:18]([NH2:19])=[O:20])=[C:4]2[N:9]([C:10]=1[C:11]1[CH:12]=[N:13][CH:14]=[C:15]([Br:17])[CH:16]=1)[CH:8]=[CH:7][CH:6]=[CH:5]2. (2) Given the reactants [C:1]1(B(O)O)[CH:6]=[CH:5][CH:4]=[CH:3][CH:2]=1.[C:10](=O)([O-])[O-].[Cs+].[Cs+].[Cl:16][C:17]1[CH:22]=[C:21]([C:23]([OH:25])=[O:24])[CH:20]=[C:19](Cl)[N:18]=1, predict the reaction product. The product is: [Cl:16][C:17]1[CH:22]=[C:21]([C:23]([O:25][CH3:10])=[O:24])[CH:20]=[C:19]([C:1]2[CH:6]=[CH:5][CH:4]=[CH:3][CH:2]=2)[N:18]=1. (3) Given the reactants [CH3:1][O:2][C:3]([C:5]1[CH:6]=[C:7]([O:15][C:16]2[CH:21]=[CH:20][C:19]([S:22]([CH3:25])(=[O:24])=[O:23])=[CH:18][CH:17]=2)[CH:8]=[C:9]2[O:13][CH:12]([CH3:14])[CH2:11][C:10]=12)=[O:4].[CH3:26]OC(C1C=C(O)C=C2OC(C)(C)CC=12)=O, predict the reaction product. The product is: [CH3:1][O:2][C:3]([C:5]1[CH:6]=[C:7]([O:15][C:16]2[CH:21]=[CH:20][C:19]([S:22]([CH3:25])(=[O:24])=[O:23])=[CH:18][CH:17]=2)[CH:8]=[C:9]2[O:13][C:12]([CH3:26])([CH3:14])[CH2:11][C:10]=12)=[O:4]. (4) Given the reactants [C:1]([N:4]1[C:13]2[C:8](=[CH:9][C:10]([C:14]3[CH:15]=[N:16][N:17]([CH2:19][CH2:20][N:21]([CH3:29])[C:22](=[O:28])[O:23][C:24]([CH3:27])([CH3:26])[CH3:25])[CH:18]=3)=[CH:11][CH:12]=2)[C@H:7]([NH2:30])[CH2:6][C@@H:5]1[CH3:31])(=[O:3])[CH3:2].Br[C:33]1[CH:38]=[CH:37][N:36]=[CH:35][CH:34]=1.C1(P(C2CCCCC2)C2C=CC=CC=2C2C(N(C)C)=CC=CC=2)CCCCC1.CC(C)([O-])C.[Na+], predict the reaction product. The product is: [C:1]([N:4]1[C:13]2[C:8](=[CH:9][C:10]([C:14]3[CH:15]=[N:16][N:17]([CH2:19][CH2:20][N:21]([CH3:29])[C:22](=[O:28])[O:23][C:24]([CH3:25])([CH3:26])[CH3:27])[CH:18]=3)=[CH:11][CH:12]=2)[C@H:7]([NH:30][C:33]2[CH:38]=[CH:37][N:36]=[CH:35][CH:34]=2)[CH2:6][C@@H:5]1[CH3:31])(=[O:3])[CH3:2]. (5) Given the reactants O1[C:5]2([CH2:10][CH2:9][CH:8]([N:11]3[C:16](=[O:17])[C:15]([CH2:18][C:19]4[CH:24]=[CH:23][C:22]([C:25]5[C:26]([C:31]#[N:32])=[CH:27][CH:28]=[CH:29][CH:30]=5)=[C:21]([F:33])[CH:20]=4)=[C:14]([CH2:34][CH2:35][CH3:36])[N:13]4[N:37]=[CH:38][CH:39]=[C:12]34)[CH2:7][CH2:6]2)[O:4]CC1.Cl.[OH-].[Na+], predict the reaction product. The product is: [F:33][C:21]1[CH:20]=[C:19]([CH2:18][C:15]2[C:16](=[O:17])[N:11]([C@H:8]3[CH2:9][CH2:10][C@H:5]([OH:4])[CH2:6][CH2:7]3)[C:12]3[N:13]([N:37]=[CH:38][CH:39]=3)[C:14]=2[CH2:34][CH2:35][CH3:36])[CH:24]=[CH:23][C:22]=1[C:25]1[C:26]([C:31]#[N:32])=[CH:27][CH:28]=[CH:29][CH:30]=1. (6) Given the reactants [CH2:1]([O:8][C:9]1[CH:10]=[C:11]2[C:16](=[CH:17][CH:18]=1)[N:15]=[C:14](Cl)[CH:13]=[CH:12]2)[C:2]1[CH:7]=[CH:6][CH:5]=[CH:4][CH:3]=1.[Cl:20][C:21]1[CH:26]=[CH:25][CH:24]=[C:23]([Cl:27])[C:22]=1B(O)O.C([O-])(O)=O.[Na+], predict the reaction product. The product is: [CH2:1]([O:8][C:9]1[CH:10]=[C:11]2[C:16](=[CH:17][CH:18]=1)[N:15]=[C:14]([C:22]1[C:21]([Cl:20])=[CH:26][CH:25]=[CH:24][C:23]=1[Cl:27])[CH:13]=[CH:12]2)[C:2]1[CH:7]=[CH:6][CH:5]=[CH:4][CH:3]=1.